From a dataset of Forward reaction prediction with 1.9M reactions from USPTO patents (1976-2016). Predict the product of the given reaction. (1) Given the reactants [Br:1][C:2]1[CH:7]=[C:6]([F:8])[CH:5]=[CH:4][C:3]=1[OH:9].C(=O)([O-])[O-].[K+].[K+].Br[CH2:17][C:18]([O:20][C:21]([CH3:24])([CH3:23])[CH3:22])=[O:19], predict the reaction product. The product is: [C:21]([O:20][C:18](=[O:19])[CH2:17][O:9][C:3]1[CH:4]=[CH:5][C:6]([F:8])=[CH:7][C:2]=1[Br:1])([CH3:24])([CH3:23])[CH3:22]. (2) Given the reactants [F:1][C:2]1[CH:50]=[N:49][C:5]2[N:6]([C:30]3[CH:31]=[C:32]([CH:46]=[CH:47][CH:48]=3)[C:33]([NH:35][CH2:36][CH2:37][NH:38]C(=O)OC(C)(C)C)=[O:34])[C:7](=[O:29])[N:8]([C@H:11]3[CH2:16][CH2:15][C@@H:14]([NH:17][C:18]([C:20]4[N:21]=[C:22]5[CH:27]=[CH:26][CH:25]=[CH:24][N:23]5[CH:28]=4)=[O:19])[CH2:13][CH2:12]3)[C:9](=[O:10])[C:4]=2[CH:3]=1.Cl, predict the reaction product. The product is: [NH2:38][CH2:37][CH2:36][NH:35][C:33]([C:32]1[CH:31]=[C:30]([N:6]2[C:5]3[N:49]=[CH:50][C:2]([F:1])=[CH:3][C:4]=3[C:9](=[O:10])[N:8]([C@@H:11]3[CH2:16][CH2:15][C@H:14]([NH:17][C:18]([C:20]4[N:21]=[C:22]5[CH:27]=[CH:26][CH:25]=[CH:24][N:23]5[CH:28]=4)=[O:19])[CH2:13][CH2:12]3)[C:7]2=[O:29])[CH:48]=[CH:47][CH:46]=1)=[O:34]. (3) Given the reactants Cl[C:2]1[NH:3][C:4]2[CH:10]=[CH:9][CH:8]=[CH:7][C:5]=2[N:6]=1.[NH2:11][CH:12]1[C:20]2[C:15](=[CH:16][C:17]([Br:21])=[CH:18][CH:19]=2)[CH2:14][CH2:13]1, predict the reaction product. The product is: [N:6]1[C:5]2[CH:7]=[CH:8][CH:9]=[CH:10][C:4]=2[NH:3][C:2]=1[NH:11][CH:12]1[C:20]2[C:15](=[CH:16][C:17]([Br:21])=[CH:18][CH:19]=2)[CH2:14][CH2:13]1. (4) Given the reactants [Br:1][C:2]1[CH:3]=[N:4][C:5]2[N:6]([N:8]=[C:9]([C:11]([OH:13])=O)[CH:10]=2)[CH:7]=1.[F:14][C:15]1[CH:16]=[CH:17][CH:18]=[C:19]2[C:24]=1[N:23]([CH3:25])[NH:22][CH2:21][CH2:20]2, predict the reaction product. The product is: [F:14][C:15]1[CH:16]=[CH:17][CH:18]=[C:19]2[C:24]=1[N:23]([CH3:25])[N:22]([C:11]([C:9]1[CH:10]=[C:5]3[N:4]=[CH:3][C:2]([Br:1])=[CH:7][N:6]3[N:8]=1)=[O:13])[CH2:21][CH2:20]2. (5) Given the reactants [C:1]([O:5][C:6]([N:8]1[C:16]2[C:11](=[CH:12][CH:13]=[CH:14][CH:15]=2)[CH:10]=[C:9]1[C:17]1[C:18](=[O:34])[N:19]([CH2:26][O:27][CH2:28][CH2:29][Si:30]([CH3:33])([CH3:32])[CH3:31])[CH:20]=[C:21]([N+:23]([O-])=O)[CH:22]=1)=[O:7])([CH3:4])([CH3:3])[CH3:2].O1CCCC1.[F-].[K+], predict the reaction product. The product is: [C:1]([O:5][C:6]([N:8]1[C:16]2[C:11](=[CH:12][CH:13]=[CH:14][CH:15]=2)[CH:10]=[C:9]1[C:17]1[C:18](=[O:34])[N:19]([CH2:26][O:27][CH2:28][CH2:29][Si:30]([CH3:31])([CH3:32])[CH3:33])[CH:20]=[C:21]([NH2:23])[CH:22]=1)=[O:7])([CH3:4])([CH3:3])[CH3:2].